This data is from Catalyst prediction with 721,799 reactions and 888 catalyst types from USPTO. The task is: Predict which catalyst facilitates the given reaction. (1) Reactant: [NH2:1][C:2]1[CH:17]=[CH:16][CH:15]=[CH:14][C:3]=1[C:4]([NH:6][CH2:7][CH2:8][CH2:9][CH2:10][C:11]([OH:13])=[O:12])=[O:5].C[Si](Cl)(C)C.C(N(CC)CC)C.C([O:33][C:34]1[C:35](=[CH:39][CH:40]=[CH:41][CH:42]=1)[C:36](Cl)=[O:37])(=O)C.[OH-].[Na+].Cl. Product: [OH:33][C:34]1[CH:42]=[CH:41][CH:40]=[CH:39][C:35]=1[C:36]([NH:1][C:2]1[CH:17]=[CH:16][CH:15]=[CH:14][C:3]=1[C:4]([NH:6][CH2:7][CH2:8][CH2:9][CH2:10][C:11]([OH:13])=[O:12])=[O:5])=[O:37]. The catalyst class is: 2. (2) Reactant: [F:1][C:2]1[CH:7]=[CH:6][C:5]([C:8]2[N:12]([CH3:13])[N:11]=[CH:10][C:9]=2/[CH:14]=[CH:15]/[C:16]([NH:18][C:19]2[CH:24]=[CH:23][C:22]([CH2:25]SC)=[CH:21][CH:20]=2)=[O:17])=[CH:4][CH:3]=1.Cl[C:29]1C=CC=C(C(OO)=O)C=1.[S:39]([O-:42])([O-])=[O:40].[Na+].[Na+]. Product: [F:1][C:2]1[CH:3]=[CH:4][C:5]([C:8]2[N:12]([CH3:13])[N:11]=[CH:10][C:9]=2/[CH:14]=[CH:15]/[C:16]([NH:18][C:19]2[CH:20]=[CH:21][C:22]([CH2:25][S:39]([CH3:29])(=[O:42])=[O:40])=[CH:23][CH:24]=2)=[O:17])=[CH:6][CH:7]=1. The catalyst class is: 7. (3) Reactant: [CH:1]12[C:7](=[O:8])[O:6][C:4](=O)[CH:2]1[CH2:3]2.[CH3:9][O:10][C:11]1[CH:19]=[CH:18][C:14]([CH2:15][NH:16][NH2:17])=[CH:13][CH:12]=1. Product: [CH3:9][O:10][C:11]1[CH:19]=[CH:18][C:14]([CH2:15][N:16]2[NH:17][C:4](=[O:6])[CH:2]3[CH:1]([CH2:3]3)[C:7]2=[O:8])=[CH:13][CH:12]=1. The catalyst class is: 10. (4) Reactant: Br[C:2]1[CH:3]=[C:4]([OH:9])[C:5](=[CH:7][CH:8]=1)[OH:6].[Li]CCCC.[B:15](OC)([O:18]C)[O:16]C.Cl. Product: [OH:9][C:4]1[CH:3]=[C:2]([B:15]([OH:18])[OH:16])[CH:8]=[CH:7][C:5]=1[OH:6]. The catalyst class is: 1. (5) Reactant: [N:1]([C@H:4]1[CH2:20][C:19]2[C@@:7]([CH3:24])([CH:8]3[CH:16]([CH2:17][CH:18]=2)[CH:15]2[C@@:11]([CH3:23])([C@@H:12]([C:21]#[CH:22])[CH2:13][CH2:14]2)[CH2:10][CH2:9]3)[CH2:6][CH2:5]1)=[N+]=[N-].C1(P(C2C=CC=CC=2)C2C=CC=CC=2)C=CC=CC=1.[CH3:56][C:55]([O:54][C:52](O[C:52]([O:54][C:55]([CH3:58])([CH3:57])[CH3:56])=[O:53])=[O:53])([CH3:58])[CH3:57]. Product: [C:21]([C@@H:12]1[C@:11]2([CH3:23])[CH:15]([CH:16]3[CH:8]([CH2:9][CH2:10]2)[C@:7]2([CH3:24])[C:19]([CH2:20][C@H:4]([NH:1][C:52](=[O:53])[O:54][C:55]([CH3:56])([CH3:57])[CH3:58])[CH2:5][CH2:6]2)=[CH:18][CH2:17]3)[CH2:14][CH2:13]1)#[CH:22]. The catalyst class is: 20. (6) Reactant: [CH3:1][O:2][C:3]1[CH:4]=[C:5]2[C:9](=[CH:10][CH:11]=1)[N:8](S(C1C=CC(C)=CC=1)(=O)=O)[CH:7]=[C:6]2[C:22]1[C:23]2[CH:30]=[C:29]([C:31]3[C:39]4[C:34](=[CH:35][CH:36]=[C:37]([O:40][CH3:41])[CH:38]=4)[N:33]([CH3:42])[CH:32]=3)[N:28](S(C3C=CC(C)=CC=3)(=O)=O)[C:24]=2[N:25]=[CH:26][N:27]=1.[OH-].[K+]. Product: [CH3:1][O:2][C:3]1[CH:4]=[C:5]2[C:9](=[CH:10][CH:11]=1)[NH:8][CH:7]=[C:6]2[C:22]1[C:23]2[CH:30]=[C:29]([C:31]3[C:39]4[C:34](=[CH:35][CH:36]=[C:37]([O:40][CH3:41])[CH:38]=4)[N:33]([CH3:42])[CH:32]=3)[NH:28][C:24]=2[N:25]=[CH:26][N:27]=1. The catalyst class is: 5.